From a dataset of Full USPTO retrosynthesis dataset with 1.9M reactions from patents (1976-2016). Predict the reactants needed to synthesize the given product. (1) Given the product [C@@H:13]1([OH:12])[CH2:14][CH2:5][CH2:4][CH2:3][CH2:2][C@@H:1]1[OH:16], predict the reactants needed to synthesize it. The reactants are: [CH:1]1CC[CH2:5][CH2:4][CH2:3][CH:2]=1.C[N+]1([O-])[CH2:14][CH2:13][O:12]CC1.[OH2:16]. (2) Given the product [Br:1][C:2]1[CH:7]=[CH:6][C:5]([C:15]2([OH:19])[CH2:18][CH2:17][CH2:16]2)=[C:4]([F:9])[CH:3]=1, predict the reactants needed to synthesize it. The reactants are: [Br:1][C:2]1[CH:7]=[CH:6][C:5](I)=[C:4]([F:9])[CH:3]=1.C([Li])CCC.[C:15]1(=[O:19])[CH2:18][CH2:17][CH2:16]1.